Task: Predict the reactants needed to synthesize the given product.. Dataset: Full USPTO retrosynthesis dataset with 1.9M reactions from patents (1976-2016) (1) Given the product [CH3:21][O:20][C:18](=[O:19])[CH2:17][N:16]([CH3:15])[C:2]1[C:11]([N+:12]([O-:14])=[O:13])=[CH:10][C:5]([C:6]([O:8][CH3:9])=[O:7])=[CH:4][N:3]=1, predict the reactants needed to synthesize it. The reactants are: Cl[C:2]1[C:11]([N+:12]([O-:14])=[O:13])=[CH:10][C:5]([C:6]([O:8][CH3:9])=[O:7])=[CH:4][N:3]=1.[CH3:15][NH:16][CH2:17][C:18]([O:20][CH3:21])=[O:19]. (2) Given the product [Cl:21][C:16]1[CH:17]=[CH:18][CH:19]=[CH:20][C:15]=1[CH2:14][N:9]1[C:8]([C:3]2[CH:4]=[CH:5][CH:6]=[CH:7][C:2]=2[Cl:1])=[N:12][N:11]=[N:10]1, predict the reactants needed to synthesize it. The reactants are: [Cl:1][C:2]1[CH:7]=[CH:6][CH:5]=[CH:4][C:3]=1[C:8]1[NH:12][N:11]=[N:10][N:9]=1.Br[CH2:14][C:15]1[CH:20]=[CH:19][CH:18]=[CH:17][C:16]=1[Cl:21].ClCC1C=CC=CC=1OC.N. (3) Given the product [NH2:33][C:32]1[C:3]2[C:2](=[N:7][C:6]([N:8]3[CH2:13][CH2:12][CH:11]([NH:14][CH2:15][CH:16]([OH:27])[C:17]4[N:21]([CH3:22])[C:20]5[CH:23]=[CH:24][CH:25]=[CH:26][C:19]=5[N:18]=4)[CH2:10][CH2:9]3)=[CH:5][C:4]=2[C:28]([F:31])([F:30])[F:29])[S:39][C:40]=1[C:41]([NH2:43])=[O:42], predict the reactants needed to synthesize it. The reactants are: Cl[C:2]1[N:7]=[C:6]([N:8]2[CH2:13][CH2:12][CH:11]([NH:14][CH2:15][CH:16]([OH:27])[C:17]3[N:21]([CH3:22])[C:20]4[CH:23]=[CH:24][CH:25]=[CH:26][C:19]=4[N:18]=3)[CH2:10][CH2:9]2)[CH:5]=[C:4]([C:28]([F:31])([F:30])[F:29])[C:3]=1[C:32]#[N:33].CN(C=O)C.[SH:39][CH2:40][C:41]([NH2:43])=[O:42].C[O-].[Na+]. (4) Given the product [OH:28][C@H:27]1[CH2:22][CH2:20][N:25]([CH2:24][C:30]2[NH:10][C:8](=[O:9])[C:7]3[O:6][C:5]4[CH:11]=[CH:12][CH:2]=[CH:3][C:4]=4[C:13]=3[N:14]=2)[CH2:26]1, predict the reactants needed to synthesize it. The reactants are: Br[C:2]1[CH:12]=[CH:11][C:5]([O:6][CH2:7][C:8]([NH2:10])=[O:9])=[C:4]([C:13]#[N:14])[CH:3]=1.BrC1C=CC2[O:28][C:27]3[C:26](=O)[NH:25][C:24]([CH2:30]Cl)=N[C:22]=3[C:20]=2C=1.ClCC1NC(=O)C2OC3C=CC=CC=3C=2N=1.N1CCCCC1. (5) Given the product [CH2:1]([C:14]1[CH2:19][CH2:18][N:17]([C:20]([O:22][C:23]([CH3:24])([CH3:25])[CH3:26])=[O:21])[CH2:16][C:15]=1[C:27]([O:29][CH2:30][CH3:31])=[O:28])[CH3:2], predict the reactants needed to synthesize it. The reactants are: [CH2:1]([Mg]Br)[CH3:2].C(OP(O[C:14]1[CH2:19][CH2:18][N:17]([C:20]([O:22][C:23]([CH3:26])([CH3:25])[CH3:24])=[O:21])[CH2:16][C:15]=1[C:27]([O:29][CH2:30][CH3:31])=[O:28])(OCC)=O)C.[NH4+].[Cl-]. (6) Given the product [CH3:1][O:2][C:3](=[O:30])[CH:4]([C:9]1[CH:10]=[C:11]([C:16]2[CH:21]=[C:20]([C:22]([F:23])([F:25])[F:24])[CH:19]=[C:18]([C:26]([F:27])([F:28])[F:29])[CH:17]=2)[CH:12]=[C:13]([O:15][C:34]2[CH:35]=[C:36]([C:38]([F:40])([F:39])[F:41])[CH:37]=[C:32]([F:31])[CH:33]=2)[CH:14]=1)[CH2:5][CH:6]([CH3:8])[CH3:7], predict the reactants needed to synthesize it. The reactants are: [CH3:1][O:2][C:3](=[O:30])[CH:4]([C:9]1[CH:10]=[C:11]([C:16]2[CH:21]=[C:20]([C:22]([F:25])([F:24])[F:23])[CH:19]=[C:18]([C:26]([F:29])([F:28])[F:27])[CH:17]=2)[CH:12]=[C:13]([OH:15])[CH:14]=1)[CH2:5][CH:6]([CH3:8])[CH3:7].[F:31][C:32]1[CH:33]=[C:34](B(O)O)[CH:35]=[C:36]([C:38]([F:41])([F:40])[F:39])[CH:37]=1. (7) Given the product [CH2:19]([O:18][C:12]1[CH:13]=[CH:14][CH:15]=[C:16]([F:17])[C:11]=1[CH:2]1[N:1]([CH2:25][C:24]2[CH:27]=[CH:28][C:29]([O:30][C:31]([F:32])([F:33])[F:34])=[C:22]([F:21])[CH:23]=2)[C:5](=[O:7])[CH:4]([CH3:10])[CH2:3]1)[CH3:20], predict the reactants needed to synthesize it. The reactants are: [NH2:1][CH:2]([C:11]1[C:16]([F:17])=[CH:15][CH:14]=[CH:13][C:12]=1[O:18][CH2:19][CH3:20])[CH2:3][CH:4]([CH3:10])[C:5]([O:7]CC)=O.[F:21][C:22]1[CH:23]=[C:24]([CH:27]=[CH:28][C:29]=1[O:30][C:31]([F:34])([F:33])[F:32])[CH:25]=O.